From a dataset of Catalyst prediction with 721,799 reactions and 888 catalyst types from USPTO. Predict which catalyst facilitates the given reaction. (1) Reactant: [F:1][C:2]([S:5][C:6]1[CH:11]=[CH:10][C:9]([CH:12]=[CH:13][C:14](=[S:16])[NH2:15])=[CH:8][CH:7]=1)([F:4])[F:3].[Cl:17][CH2:18][C:19]([CH2:21]Cl)=O. The catalyst class is: 21. Product: [Cl:17][CH2:18][C:19]1[N:15]=[C:14]([CH:13]=[CH:12][C:9]2[CH:8]=[CH:7][C:6]([S:5][C:2]([F:1])([F:4])[F:3])=[CH:11][CH:10]=2)[S:16][CH:21]=1. (2) Reactant: ClCC([NH:5][C:6]([CH:9]1[CH2:14][CH2:13][CH:12]([C:15]2[S:16][C:17]([C:20]3[CH:25]=[CH:24][C:23]([NH:26][C:27]([NH:29][C:30]4[CH:35]=[C:34]([F:36])[C:33]([F:37])=[CH:32][C:31]=4[F:38])=[O:28])=[CH:22][CH:21]=3)=[CH:18][N:19]=2)[CH2:11][CH2:10]1)([CH3:8])[CH3:7])=O.NC(N)=S.[OH-].[Na+].O. Product: [NH2:5][C:6]([CH:9]1[CH2:10][CH2:11][CH:12]([C:15]2[S:16][C:17]([C:20]3[CH:21]=[CH:22][C:23]([NH:26][C:27]([NH:29][C:30]4[CH:35]=[C:34]([F:36])[C:33]([F:37])=[CH:32][C:31]=4[F:38])=[O:28])=[CH:24][CH:25]=3)=[CH:18][N:19]=2)[CH2:13][CH2:14]1)([CH3:8])[CH3:7]. The catalyst class is: 212.